From a dataset of Forward reaction prediction with 1.9M reactions from USPTO patents (1976-2016). Predict the product of the given reaction. (1) Given the reactants [NH3:1].[F:2][C:3]1[CH:4]=[C:5]([CH:22]=[CH:23][C:24]=1[O:25][CH3:26])[C:6]([NH:8][C:9]1[CH:14]=[CH:13][C:12]([O:15][CH3:16])=[CH:11][C:10]=1[C:17](=O)[C:18]([OH:20])=[O:19])=O, predict the reaction product. The product is: [F:2][C:3]1[CH:4]=[C:5]([C:6]2[N:1]=[C:17]([C:18]([OH:20])=[O:19])[C:10]3[C:9](=[CH:14][CH:13]=[C:12]([O:15][CH3:16])[CH:11]=3)[N:8]=2)[CH:22]=[CH:23][C:24]=1[O:25][CH3:26]. (2) Given the reactants [F:1][C:2]1[CH:23]=[CH:22][CH:21]=[CH:20][C:3]=1[CH2:4][N:5]1[C:9]2=[N:10][C:11]([NH:14][C:15]3[CH:16]=[N:17][NH:18][CH:19]=3)=[N:12][CH:13]=[C:8]2[CH:7]=[N:6]1.[O-:24][C:25]#[N:26].[K+].C(=O)([O-])[O-].[Na+].[Na+], predict the reaction product. The product is: [F:1][C:2]1[CH:23]=[CH:22][CH:21]=[CH:20][C:3]=1[CH2:4][N:5]1[C:9]2=[N:10][C:11]([NH:14][C:15]3[CH:19]=[N:18][N:17]([C:25]([NH2:26])=[O:24])[CH:16]=3)=[N:12][CH:13]=[C:8]2[CH:7]=[N:6]1. (3) Given the reactants [C:1]([N:5]1[CH:9]=[CH:8][C:7]([OH:10])=[N:6]1)([CH3:4])([CH3:3])[CH3:2].C([O-])(O)=O.[Na+].[Br:16]Br, predict the reaction product. The product is: [Br:16][C:8]1[C:7]([OH:10])=[N:6][N:5]([C:1]([CH3:4])([CH3:3])[CH3:2])[CH:9]=1. (4) Given the reactants [C:1]1([N:7]2[C:25](=[O:26])[C:10]3=[CH:11][NH:12][C:13]4[CH:14]=[CH:15][C:16](N5CCNCC5)=[N:17][C:18]=4[C:9]3=[N:8]2)[CH:6]=[CH:5][CH:4]=[CH:3][CH:2]=1.[CH3:27][CH:28]1[O:33][CH:32]([CH3:34])[CH2:31][NH:30][CH2:29]1, predict the reaction product. The product is: [CH3:34][CH:32]1[O:33][CH:28]([CH3:27])[CH2:29][N:30]([C:16]2[CH:15]=[CH:14][C:13]3[NH:12][CH:11]=[C:10]4[C:25](=[O:26])[N:7]([C:1]5[CH:6]=[CH:5][CH:4]=[CH:3][CH:2]=5)[N:8]=[C:9]4[C:18]=3[N:17]=2)[CH2:31]1. (5) Given the reactants [CH2:1]([O:4][C:5]1[CH:10]=[CH:9][C:8]([C:11]2[O:12][C:13]3[CH:19]=[C:18]([OH:20])[CH:17]=[CH:16][C:14]=3[CH:15]=2)=[CH:7][CH:6]=1)[CH2:2][CH3:3].[H-].[Na+].CC1C=CC(S(O[CH2:34][C@@H:35]([NH:37][C:38]([O:40][C:41]([CH3:44])([CH3:43])[CH3:42])=[O:39])[CH3:36])(=O)=O)=CC=1.O, predict the reaction product. The product is: [CH2:1]([O:4][C:5]1[CH:10]=[CH:9][C:8]([C:11]2[O:12][C:13]3[CH:19]=[C:18]([O:20][CH2:36][C@@H:35]([NH:37][C:38](=[O:39])[O:40][C:41]([CH3:42])([CH3:44])[CH3:43])[CH3:34])[CH:17]=[CH:16][C:14]=3[CH:15]=2)=[CH:7][CH:6]=1)[CH2:2][CH3:3]. (6) Given the reactants [F:1][CH2:2][CH2:3][N:4]1[C:8]([NH:9]C=O)=[CH:7][CH:6]=[N:5]1.Cl, predict the reaction product. The product is: [F:1][CH2:2][CH2:3][N:4]1[C:8]([NH2:9])=[CH:7][CH:6]=[N:5]1.